The task is: Regression/Classification. Given a drug SMILES string, predict its toxicity properties. Task type varies by dataset: regression for continuous values (e.g., LD50, hERG inhibition percentage) or binary classification for toxic/non-toxic outcomes (e.g., AMES mutagenicity, cardiotoxicity, hepatotoxicity). Dataset: ld50_zhu.. This data is from Acute oral toxicity (LD50) regression data from Zhu et al.. The drug is CN(C)CC=C(c1ccc(Br)cc1)c1cccnc1. The rat oral LD50 is 2.55, given as -log10 of the dose in mol/kg body weight (higher means more acutely toxic).